From a dataset of NCI-60 drug combinations with 297,098 pairs across 59 cell lines. Regression. Given two drug SMILES strings and cell line genomic features, predict the synergy score measuring deviation from expected non-interaction effect. (1) Drug 1: CC1CCC2CC(C(=CC=CC=CC(CC(C(=O)C(C(C(=CC(C(=O)CC(OC(=O)C3CCCCN3C(=O)C(=O)C1(O2)O)C(C)CC4CCC(C(C4)OC)O)C)C)O)OC)C)C)C)OC. Drug 2: CS(=O)(=O)CCNCC1=CC=C(O1)C2=CC3=C(C=C2)N=CN=C3NC4=CC(=C(C=C4)OCC5=CC(=CC=C5)F)Cl. Cell line: UO-31. Synergy scores: CSS=35.6, Synergy_ZIP=8.82, Synergy_Bliss=9.71, Synergy_Loewe=12.1, Synergy_HSA=13.3. (2) Drug 1: C1CN1C2=NC(=NC(=N2)N3CC3)N4CC4. Drug 2: CC12CCC3C(C1CCC2O)C(CC4=C3C=CC(=C4)O)CCCCCCCCCS(=O)CCCC(C(F)(F)F)(F)F. Cell line: HCC-2998. Synergy scores: CSS=26.2, Synergy_ZIP=-4.87, Synergy_Bliss=-8.63, Synergy_Loewe=-15.4, Synergy_HSA=-6.81. (3) Drug 1: C1CC(C1)(C(=O)O)C(=O)O.[NH2-].[NH2-].[Pt+2]. Synergy scores: CSS=9.03, Synergy_ZIP=-0.0233, Synergy_Bliss=3.86, Synergy_Loewe=-1.65, Synergy_HSA=-1.65. Drug 2: C1CNP(=O)(OC1)N(CCCl)CCCl. Cell line: SW-620. (4) Drug 1: CC1C(C(CC(O1)OC2CC(CC3=C2C(=C4C(=C3O)C(=O)C5=C(C4=O)C(=CC=C5)OC)O)(C(=O)CO)O)N)O.Cl. Drug 2: CN(CCCl)CCCl.Cl. Cell line: HCT-15. Synergy scores: CSS=39.5, Synergy_ZIP=-8.33, Synergy_Bliss=-5.00, Synergy_Loewe=-2.98, Synergy_HSA=-2.19.